From a dataset of NCI-60 drug combinations with 297,098 pairs across 59 cell lines. Regression. Given two drug SMILES strings and cell line genomic features, predict the synergy score measuring deviation from expected non-interaction effect. Drug 1: CNC(=O)C1=NC=CC(=C1)OC2=CC=C(C=C2)NC(=O)NC3=CC(=C(C=C3)Cl)C(F)(F)F. Drug 2: CC(C)(C#N)C1=CC(=CC(=C1)CN2C=NC=N2)C(C)(C)C#N. Cell line: CAKI-1. Synergy scores: CSS=-12.0, Synergy_ZIP=9.85, Synergy_Bliss=3.57, Synergy_Loewe=-16.3, Synergy_HSA=-15.1.